This data is from Full USPTO retrosynthesis dataset with 1.9M reactions from patents (1976-2016). The task is: Predict the reactants needed to synthesize the given product. (1) Given the product [Cl:3][C:4]1[CH:5]=[CH:6][C:7]2[N:8]([N:10]=[C:11]([N:24]3[CH2:29][CH2:28][O:27][CH2:26][CH2:25]3)[C:12]=2[CH2:13][C:14]2[N:19]=[C:18]([C:20]([OH:22])=[O:21])[CH:17]=[CH:16][CH:15]=2)[CH:9]=1, predict the reactants needed to synthesize it. The reactants are: [OH-].[K+].[Cl:3][C:4]1[CH:5]=[CH:6][C:7]2[N:8]([N:10]=[C:11]([N:24]3[CH2:29][CH2:28][O:27][CH2:26][CH2:25]3)[C:12]=2[CH2:13][C:14]2[N:19]=[C:18]([C:20]([O:22]C)=[O:21])[CH:17]=[CH:16][CH:15]=2)[CH:9]=1.Cl. (2) Given the product [F:34][C:5]([F:33])([F:4])[C:6]1[CH:7]=[C:8]([NH:12][C:13]([N:15]2[C:23]3[C:18](=[CH:19][C:20]([O:24][C:25]4[CH:30]=[C:29]([CH:31]([OH:32])[CH3:1])[N:28]=[CH:27][N:26]=4)=[CH:21][CH:22]=3)[CH:17]=[CH:16]2)=[O:14])[CH:9]=[CH:10][CH:11]=1, predict the reactants needed to synthesize it. The reactants are: [CH3:1][Mg]Br.[F:4][C:5]([F:34])([F:33])[C:6]1[CH:7]=[C:8]([NH:12][C:13]([N:15]2[C:23]3[C:18](=[CH:19][C:20]([O:24][C:25]4[CH:30]=[C:29]([CH:31]=[O:32])[N:28]=[CH:27][N:26]=4)=[CH:21][CH:22]=3)[CH:17]=[CH:16]2)=[O:14])[CH:9]=[CH:10][CH:11]=1.